From a dataset of Forward reaction prediction with 1.9M reactions from USPTO patents (1976-2016). Predict the product of the given reaction. (1) Given the reactants [CH:1]1([CH2:6][C@@H:7]([C:19]([NH:21][NH:22][C:23]2[C:28]([F:29])=[C:27]([N:30]3[CH2:33][C:32]([CH3:39])([N:34]4[CH2:38][CH2:37][CH2:36][CH2:35]4)[CH2:31]3)[N:26]=[C:25]([CH3:40])[N:24]=2)=[O:20])[CH2:8][N:9]([O:12]C2CCCCO2)[CH:10]=[O:11])[CH2:5][CH2:4][CH2:3][CH2:2]1.CC(O)=O, predict the reaction product. The product is: [CH:1]1([CH2:6][C@@H:7]([C:19]([NH:21][NH:22][C:23]2[C:28]([F:29])=[C:27]([N:30]3[CH2:31][C:32]([CH3:39])([N:34]4[CH2:38][CH2:37][CH2:36][CH2:35]4)[CH2:33]3)[N:26]=[C:25]([CH3:40])[N:24]=2)=[O:20])[CH2:8][N:9]([OH:12])[CH:10]=[O:11])[CH2:2][CH2:3][CH2:4][CH2:5]1. (2) Given the reactants [C:1]([C:3]1[CH:4]=[C:5]([CH:10]2[CH2:15][CH:14]([NH:16][C:17](=[O:24])[C:18]3[CH:23]=[CH:22][CH:21]=[CH:20][N:19]=3)[CH:13]([OH:25])[CH2:12][CH2:11]2)[CH:6]=[C:7]([F:9])[CH:8]=1)#[N:2].CC(OI1(OC(C)=O)(OC(C)=O)OC(=O)C2C=CC=CC1=2)=O.[OH-].[Na+], predict the reaction product. The product is: [C:1]([C:3]1[CH:4]=[C:5]([CH:10]2[CH2:15][CH:14]([NH:16][C:17](=[O:24])[C:18]3[CH:23]=[CH:22][CH:21]=[CH:20][N:19]=3)[C:13](=[O:25])[CH2:12][CH2:11]2)[CH:6]=[C:7]([F:9])[CH:8]=1)#[N:2].